This data is from Reaction yield outcomes from USPTO patents with 853,638 reactions. The task is: Predict the reaction yield, written as a fraction of the theoretical maximum amount of product (1.0 means a 100% yield; for example, 0.34 means a 34% yield). (1) The product is [F:15][C:16]1[CH:21]=[CH:20][C:19]([F:22])=[CH:18][C:17]=1[C:23]1[N:34]=[CH:35][O:14][C:13]=1[C:10]1[CH:11]=[CH:12][C:7]2[N:8]([C:4]([CH:1]([CH3:3])[CH3:2])=[N:5][N:6]=2)[N:9]=1. The reactants are [CH:1]([C:4]1[N:8]2[N:9]=[C:10]([CH:13]=[O:14])[CH:11]=[CH:12][C:7]2=[N:6][N:5]=1)([CH3:3])[CH3:2].[F:15][C:16]1[CH:21]=[CH:20][C:19]([F:22])=[CH:18][C:17]=1[CH:23]([N+:34]#[C-:35])S(C1C=CC(C)=CC=1)(=O)=O.C([O-])([O-])=O.[K+].[K+].CO. The catalyst is O1CCOCC1.O. The yield is 0.710. (2) The catalyst is CCCCO. The product is [CH:16]1([C:14]2[NH:13][N:12]=[C:11]([NH:10][C:8]3[C:7]([F:19])=[CH:6][C:3]([C:4]#[N:5])=[C:2]([NH:29][C@H:27]([C:24]4[CH:25]=[CH:26][C:21]([F:20])=[CH:22][CH:23]=4)[CH3:28])[N:9]=3)[CH:15]=2)[CH2:18][CH2:17]1. The yield is 0.500. The reactants are Cl[C:2]1[N:9]=[C:8]([NH:10][C:11]2[CH:15]=[C:14]([CH:16]3[CH2:18][CH2:17]3)[NH:13][N:12]=2)[C:7]([F:19])=[CH:6][C:3]=1[C:4]#[N:5].[F:20][C:21]1[CH:26]=[CH:25][C:24]([C@@H:27]([NH2:29])[CH3:28])=[CH:23][CH:22]=1.CCN(C(C)C)C(C)C. (3) The reactants are [C:1]([O:5][C:6]([N:8]1[CH2:13][CH2:12][N:11]([C:14]2[N:19]=[CH:18][C:17]([C:20]([OH:22])=O)=[CH:16][N:15]=2)[CH2:10][CH2:9]1)=[O:7])([CH3:4])([CH3:3])[CH3:2].CCN=C=NCCCN(C)C.C1C=CC2N(O)N=NC=2C=1.C(N(CC)CC)C.[CH3:51][NH:52][O:53][CH3:54]. The catalyst is ClCCl. The product is [CH3:54][O:53][N:52]([CH3:51])[C:20]([C:17]1[CH:16]=[N:15][C:14]([N:11]2[CH2:10][CH2:9][N:8]([C:6]([O:5][C:1]([CH3:4])([CH3:2])[CH3:3])=[O:7])[CH2:13][CH2:12]2)=[N:19][CH:18]=1)=[O:22]. The yield is 0.670. (4) The reactants are [C:1]([Si:5]([CH3:13])([CH3:12])[O:6][CH2:7][CH2:8][CH:9]1[CH2:11][O:10]1)([CH3:4])([CH3:3])[CH3:2].[NH2:14][C:15]1[CH:16]=[CH:17][C:18]2[S:23][CH2:22][C:21](=[O:24])[NH:20][C:19]=2[CH:25]=1. The catalyst is CCO.O. The product is [C:1]([Si:5]([CH3:13])([CH3:12])[O:6][CH2:7][CH2:8][CH:9]([OH:10])[CH2:11][NH:14][C:15]1[CH:16]=[CH:17][C:18]2[S:23][CH2:22][C:21](=[O:24])[NH:20][C:19]=2[CH:25]=1)([CH3:4])([CH3:3])[CH3:2]. The yield is 0.290. (5) The reactants are CC1(C)[O:9][C:8](=[O:10])[C:5]2([CH2:7][CH2:6]2)[C:4](=[O:11])O1.[F:13][C:14]1[CH:20]=[CH:19][CH:18]=[CH:17][C:15]=1[NH2:16]. The catalyst is C(O)C. The product is [F:13][C:14]1[CH:20]=[CH:19][CH:18]=[CH:17][C:15]=1[N:16]1[CH2:6][CH2:7][CH:5]([C:8]([OH:9])=[O:10])[C:4]1=[O:11]. The yield is 0.780.